Task: Predict which catalyst facilitates the given reaction.. Dataset: Catalyst prediction with 721,799 reactions and 888 catalyst types from USPTO (1) Reactant: [C:1](OC(=O)C)(=[O:3])[CH3:2].C(N[C@H](C(O)=O)CC(C)C)=O.[CH2:19]([NH:26][C:27](=[O:33])[C@H:28]([NH2:32])[CH2:29][O:30][CH3:31])[C:20]1[CH:25]=[CH:24][CH:23]=[CH:22][CH:21]=1.C(OC(C)C)(=O)C.C([O-])(=O)C.[Na+].[OH-].[Na+]. Product: [CH2:19]([NH:26][C:27](=[O:33])[C@H:28]([NH:32][C:1](=[O:3])[CH3:2])[CH2:29][O:30][CH3:31])[C:20]1[CH:25]=[CH:24][CH:23]=[CH:22][CH:21]=1. The catalyst class is: 6. (2) Reactant: [CH:1]1([C:5]2[O:9][C:8]([NH:10][C:11]3[CH:16]=[CH:15][C:14]([C:17]4[CH:22]=[CH:21][C:20]([CH:23]5[O:28][CH2:27][CH:26]([CH2:29][C:30]([O:32]C)=[O:31])[CH2:25][CH2:24]5)=[CH:19][CH:18]=4)=[CH:13][CH:12]=3)=[N:7][N:6]=2)[CH2:4][CH2:3][CH2:2]1.[OH-].[Na+:35].[Na]. Product: [Na+:35].[CH:1]1([C:5]2[O:9][C:8]([NH:10][C:11]3[CH:12]=[CH:13][C:14]([C:17]4[CH:22]=[CH:21][C:20]([CH:23]5[O:28][CH2:27][CH:26]([CH2:29][C:30]([O-:32])=[O:31])[CH2:25][CH2:24]5)=[CH:19][CH:18]=4)=[CH:15][CH:16]=3)=[N:7][N:6]=2)[CH2:2][CH2:3][CH2:4]1. The catalyst class is: 87. (3) Reactant: [CH3:1][O:2][C:3]1[CH:4]=[C:5]2[C:9](=[CH:10][CH:11]=1)[NH:8][CH:7]=[C:6]2[CH:12]=[O:13].[H-].[Na+].[CH3:16]I.O. Product: [CH3:1][O:2][C:3]1[CH:4]=[C:5]2[C:9](=[CH:10][CH:11]=1)[N:8]([CH3:16])[CH:7]=[C:6]2[CH:12]=[O:13]. The catalyst class is: 9. (4) Reactant: [CH3:1][O:2][C:3]1[CH:4]=[C:5]([CH:10]=[CH:11][C:12]=1[C:13]1[C:17]([CH3:18])=[CH:16][S:15][CH:14]=1)[C:6]([O:8]C)=[O:7].[OH-].[Na+]. Product: [CH3:1][O:2][C:3]1[CH:4]=[C:5]([CH:10]=[CH:11][C:12]=1[C:13]1[C:17]([CH3:18])=[CH:16][S:15][CH:14]=1)[C:6]([OH:8])=[O:7]. The catalyst class is: 88. (5) Reactant: [O:1]1[C:5]2([CH2:10][CH2:9][C:8](=O)[CH2:7][CH2:6]2)[O:4][CH2:3][CH2:2]1.[CH3:12][NH:13][CH3:14].[C-]#N.[K+].Cl.[CH3:19][NH:20]C. Product: [CH3:12][N:13]([CH3:14])[C:8]1([C:19]#[N:20])[CH2:9][CH2:10][C:5]2([O:4][CH2:3][CH2:2][O:1]2)[CH2:6][CH2:7]1. The catalyst class is: 5. (6) The catalyst class is: 383. Product: [CH:44]1[C:45]2[C:40](=[CH:39][C:38]([NH:37][C:11](=[O:13])[CH:10]([C:14]3[CH:15]=[CH:16][C:17]([CH2:20][O:21][Si:22]([CH:26]([CH3:28])[CH3:27])([CH:23]([CH3:25])[CH3:24])[CH:29]([CH3:30])[CH3:31])=[CH:18][CH:19]=3)[CH2:9][N:8]([CH3:32])[C:6](=[O:7])[O:5][C:1]([CH3:3])([CH3:4])[CH3:2])=[CH:47][CH:46]=2)[CH:41]=[CH:42][N:43]=1. Reactant: [C:1]([O:5][C:6]([N:8]([CH3:32])[CH2:9][CH:10]([C:14]1[CH:19]=[CH:18][C:17]([CH2:20][O:21][Si:22]([CH:29]([CH3:31])[CH3:30])([CH:26]([CH3:28])[CH3:27])[CH:23]([CH3:25])[CH3:24])=[CH:16][CH:15]=1)[C:11]([OH:13])=O)=[O:7])([CH3:4])([CH3:3])[CH3:2].C(Cl)CCl.[NH2:37][C:38]1[CH:39]=[C:40]2[C:45](=[CH:46][CH:47]=1)[CH:44]=[N:43][CH:42]=[CH:41]2.